This data is from CYP3A4 inhibition data for predicting drug metabolism from PubChem BioAssay. The task is: Regression/Classification. Given a drug SMILES string, predict its absorption, distribution, metabolism, or excretion properties. Task type varies by dataset: regression for continuous measurements (e.g., permeability, clearance, half-life) or binary classification for categorical outcomes (e.g., BBB penetration, CYP inhibition). Dataset: cyp3a4_veith. (1) The result is 0 (non-inhibitor). The compound is O.O.O.O=C(O)CO[Sb]OCC(=O)O. (2) The molecule is CC1(C)Cc2ccccc2C(NNC(=O)c2ccncc2)=N1. The result is 1 (inhibitor). (3) The molecule is CCOC(=O)C1=C(CN2c3ccccc3CC2C)NC(=O)NC1c1ccccc1. The result is 1 (inhibitor). (4) The molecule is COc1cccc(Nc2ncc3nc(C)c(=O)n(C)c3n2)c1. The result is 0 (non-inhibitor). (5) The compound is c1ccc2c(c1)CCC[C@H]2C1=NCCN1. The result is 0 (non-inhibitor). (6) The compound is CN1CCN(C2CC(=O)N(Cc3ccc(N4CCCC4=O)cc3)C2=O)CC1. The result is 0 (non-inhibitor). (7) The compound is C=C1c2cccc(O)c2C(O)=C2C(=O)[C@@]3(O)C(O)=C(C(N)=O)C(=O)[C@@H](N(C)C)[C@@H]3[C@@H](O)[C@H]12. The result is 0 (non-inhibitor). (8) The drug is CCCCn1nc(-c2ccccc2)c2nc3ccccc3nc21. The result is 0 (non-inhibitor). (9) The drug is CC1CCN(CC(=O)N2c3ccccc3Sc3cc4ccccc4cc32)CC1. The result is 1 (inhibitor).